From a dataset of Reaction yield outcomes from USPTO patents with 853,638 reactions. Predict the reaction yield, written as a fraction of the theoretical maximum amount of product (1.0 means a 100% yield; for example, 0.34 means a 34% yield). The reactants are [C:1]([C:5]1[CH:6]=[C:7]([C:10]([OH:13])=[CH:11][N:12]=1)[C:8]#[N:9])([CH3:4])([CH3:3])[CH3:2].[CH:14](N(CC)C(C)C)(C)C.C[Si](C=[N+]=[N-])(C)C. The catalyst is C(#N)C.CO. The product is [C:1]([C:5]1[CH:6]=[C:7]([C:10]([O:13][CH3:14])=[CH:11][N:12]=1)[C:8]#[N:9])([CH3:4])([CH3:2])[CH3:3]. The yield is 0.990.